From a dataset of Forward reaction prediction with 1.9M reactions from USPTO patents (1976-2016). Predict the product of the given reaction. (1) Given the reactants [F:1][C:2]([C:5]1[CH:6]=[C:7]([CH:22]=[CH:23][CH:24]=1)[CH2:8][CH:9]([CH:13]([C:15]1[CH:20]=[CH:19][C:18]([F:21])=[CH:17][CH:16]=1)[OH:14])C(O)=O)([F:4])[CH3:3].C([N:27]([CH2:30]C)CC)C.C1(P(N=[N+]=[N-])(C2C=CC=CC=2)=[O:39])C=CC=CC=1, predict the reaction product. The product is: [F:4][C:2]([C:5]1[CH:6]=[C:7]([CH:22]=[CH:23][CH:24]=1)[CH2:8][CH:9]1[CH:13]([C:15]2[CH:16]=[CH:17][C:18]([F:21])=[CH:19][CH:20]=2)[O:14][C:30](=[O:39])[NH:27]1)([F:1])[CH3:3]. (2) Given the reactants CC1C(S(C2C=CC=CC=2)(=O)=O)=C(C)[NH:4]C=1C(OCC)=O.C(O[C:25]([C:27]1[NH:31][C:30]([C:32]([OH:34])=O)=[C:29]([S:35]([C:38]2[CH:43]=[CH:42][CH:41]=[CH:40][CH:39]=2)(=[O:37])=[O:36])[C:28]=1[CH3:44])=[O:26])C.[CH2:45]1[C:51]2[CH:52]=[CH:53][CH:54]=[CH:55][C:50]=2[CH2:49][CH2:48][CH2:47][NH:46]1, predict the reaction product. The product is: [CH3:44][C:28]1[C:29]([S:35]([C:38]2[CH:39]=[CH:40][CH:41]=[CH:42][CH:43]=2)(=[O:37])=[O:36])=[C:30]([C:32]([NH2:4])=[O:34])[NH:31][C:27]=1[C:25]([N:46]1[CH2:47][CH2:48][CH2:49][C:50]2[CH:55]=[CH:54][CH:53]=[CH:52][C:51]=2[CH2:45]1)=[O:26]. (3) The product is: [OH:8][C:9]1[CH:10]=[C:11]([CH:36]=[CH:37][CH:38]=1)[C:12]([NH:14][C:15]1[CH:16]=[N:17][C:18]([N:21]2[C:25]([C:26]([F:28])([F:27])[F:29])=[CH:24][C:23]([C:30]3[CH:31]=[N:32][CH:33]=[CH:34][CH:35]=3)=[N:22]2)=[CH:19][CH:20]=1)=[O:13]. Given the reactants C([O:8][C:9]1[CH:10]=[C:11]([CH:36]=[CH:37][CH:38]=1)[C:12]([NH:14][C:15]1[CH:16]=[N:17][C:18]([N:21]2[C:25]([C:26]([F:29])([F:28])[F:27])=[CH:24][C:23]([C:30]3[CH:31]=[N:32][CH:33]=[CH:34][CH:35]=3)=[N:22]2)=[CH:19][CH:20]=1)=[O:13])C1C=CC=CC=1, predict the reaction product. (4) Given the reactants [F:1][C:2]1[CH:10]=[C:9]([F:11])[CH:8]=[CH:7][C:3]=1[C:4]([Cl:6])=[O:5].[CH3:12][N:13]([CH3:27])[CH:14]1[CH2:19][CH2:18][C:17]([C:20]2[N:25]=[C:24]([NH2:26])[CH:23]=[CH:22][CH:21]=2)=[CH:16][CH2:15]1, predict the reaction product. The product is: [ClH:6].[F:1][C:2]1[CH:10]=[C:9]([F:11])[CH:8]=[CH:7][C:3]=1[C:4]([NH:26][C:24]1[CH:23]=[CH:22][CH:21]=[C:20]([C:17]2[CH2:18][CH2:19][CH:14]([N:13]([CH3:27])[CH3:12])[CH2:15][CH:16]=2)[N:25]=1)=[O:5]. (5) Given the reactants [CH2:1]([O:8][C:9]1[CH:18]=[CH:17][C:12]([C:13]([NH:15][OH:16])=[NH:14])=[C:11]([F:19])[CH:10]=1)[C:2]1[CH:7]=[CH:6][CH:5]=[CH:4][CH:3]=1.[C:20]([O:24][CH3:25])(=[O:23])[C:21]#[CH:22].C(OCC)(=O)C, predict the reaction product. The product is: [CH2:1]([O:8][C:9]1[CH:18]=[CH:17][C:12]([C:13]([NH:15][O:16][CH:22]=[CH:21][C:20]([O:24][CH3:25])=[O:23])=[NH:14])=[C:11]([F:19])[CH:10]=1)[C:2]1[CH:3]=[CH:4][CH:5]=[CH:6][CH:7]=1. (6) Given the reactants C([O:3][C:4](=[O:26])[CH:5]([S:7]([CH2:10][CH2:11][CH2:12][CH2:13][CH2:14][CH2:15][CH2:16][CH2:17][S:18]([CH:21]([C:23]([OH:25])=[O:24])[CH3:22])(=[O:20])=[O:19])(=[O:9])=[O:8])[CH3:6])C.[OH-].[Na+].N, predict the reaction product. The product is: [C:23]([CH:21]([S:18]([CH2:17][CH2:16][CH2:15][CH2:14][CH2:13][CH2:12][CH2:11][CH2:10][S:7]([CH:5]([CH3:6])[C:4]([OH:26])=[O:3])(=[O:9])=[O:8])(=[O:20])=[O:19])[CH3:22])([OH:25])=[O:24].